From a dataset of Merck oncology drug combination screen with 23,052 pairs across 39 cell lines. Regression. Given two drug SMILES strings and cell line genomic features, predict the synergy score measuring deviation from expected non-interaction effect. (1) Drug 1: N.N.O=C(O)C1(C(=O)O)CCC1.[Pt]. Drug 2: CNC(=O)c1cc(Oc2ccc(NC(=O)Nc3ccc(Cl)c(C(F)(F)F)c3)cc2)ccn1. Cell line: MDAMB436. Synergy scores: synergy=-23.0. (2) Drug 1: C=CCn1c(=O)c2cnc(Nc3ccc(N4CCN(C)CC4)cc3)nc2n1-c1cccc(C(C)(C)O)n1. Drug 2: Cc1nc(Nc2ncc(C(=O)Nc3c(C)cccc3Cl)s2)cc(N2CCN(CCO)CC2)n1. Cell line: A2058. Synergy scores: synergy=15.2.